Dataset: Peptide-MHC class I binding affinity with 185,985 pairs from IEDB/IMGT. Task: Regression. Given a peptide amino acid sequence and an MHC pseudo amino acid sequence, predict their binding affinity value. This is MHC class I binding data. (1) The peptide sequence is TYAVRITW. The MHC is Mamu-B52 with pseudo-sequence Mamu-B52. The binding affinity (normalized) is 0.335. (2) The peptide sequence is KVFFVNWFR. The MHC is HLA-B15:17 with pseudo-sequence HLA-B15:17. The binding affinity (normalized) is 0.0847. (3) The peptide sequence is EAKTHFSTT. The MHC is HLA-A02:01 with pseudo-sequence HLA-A02:01. The binding affinity (normalized) is 0.0544. (4) The peptide sequence is QQYHRFGLY. The MHC is SLA-20401 with pseudo-sequence SLA-20401. The binding affinity (normalized) is 0.561. (5) The peptide sequence is FEEAALCTFL. The MHC is HLA-B45:01 with pseudo-sequence HLA-B45:01. The binding affinity (normalized) is 0.529.